This data is from Reaction yield outcomes from USPTO patents with 853,638 reactions. The task is: Predict the reaction yield, written as a fraction of the theoretical maximum amount of product (1.0 means a 100% yield; for example, 0.34 means a 34% yield). (1) The reactants are [C:1]1([O:7]C)C=CC=C[CH:2]=1.[CH:9]1[C:22]2[C:13](=[N:14][C:15]3[C:20]([C:21]=2[NH:23][C:24]2[CH:25]=[C:26]([CH:39]=[C:40]([CH2:42][OH:43])[CH:41]=2)[NH:27]C(=O)CNC(=O)OC(C)(C)C)=[CH:19][CH:18]=[CH:17][CH:16]=3)[CH:12]=[CH:11][CH:10]=1.[Cl-].[Al+3].[Cl-].[Cl-].C(#[N:50])C.ClCCl. No catalyst specified. The product is [CH:19]1[C:20]2[C:15](=[N:14][C:13]3[C:22]([C:21]=2[NH:23][C:24]2[CH:25]=[C:26]([NH:27][NH:50][C:1](=[O:7])[CH3:2])[CH:39]=[C:40]([CH2:42][OH:43])[CH:41]=2)=[CH:9][CH:10]=[CH:11][CH:12]=3)[CH:16]=[CH:17][CH:18]=1. The yield is 0.627. (2) The reactants are Br[CH2:2][C:3]1[C:12]([CH2:13]Br)=[C:11]([O:15][CH2:16][CH3:17])[C:10]2[C:5](=[CH:6][CH:7]=[CH:8][CH:9]=2)[C:4]=1[O:18][CH2:19][CH3:20].[CH2:21]([O:23][C:24](=[O:33])[CH2:25][C:26]1[CH:31]=[CH:30][C:29]([NH2:32])=[CH:28][CH:27]=1)[CH3:22]. The catalyst is CN(C)C=O. The product is [CH2:21]([O:23][C:24](=[O:33])[CH2:25][C:26]1[CH:27]=[CH:28][C:29]([N:32]2[CH2:13][C:12]3[C:11]([O:15][CH2:16][CH3:17])=[C:10]4[CH:9]=[CH:8][CH:7]=[CH:6][C:5]4=[C:4]([O:18][CH2:19][CH3:20])[C:3]=3[CH2:2]2)=[CH:30][CH:31]=1)[CH3:22]. The yield is 0.360. (3) The reactants are [CH2:1]([O:3][C:4]([C:6]1[S:7][C:8]([S:23][CH2:24][CH2:25][CH3:26])=[C:9]2[C:14](=O)[CH:13]([CH:16](OCC)OCC)[CH2:12][CH2:11][C:10]=12)=[O:5])[CH3:2].[CH3:27][NH:28][NH2:29].Cl. The catalyst is C(O)C. The product is [CH2:1]([O:3][C:4]([C:6]1[S:7][C:8]([S:23][CH2:24][CH2:25][CH3:26])=[C:9]2[C:14]3[N:28]([CH3:27])[N:29]=[CH:16][C:13]=3[CH2:12][CH2:11][C:10]=12)=[O:5])[CH3:2]. The yield is 0.800. (4) The reactants are [N+:1]([C:4]1[CH:9]=[CH:8][CH:7]=[C:6]([O:10][CH2:11][CH2:12][C:13]2[CH:18]=[CH:17][C:16]([C:19]#[N:20])=[CH:15][CH:14]=2)[CH:5]=1)([O-])=O.[NH4+].[Cl-]. The catalyst is CCO.O.[Fe]. The product is [NH2:1][C:4]1[CH:9]=[CH:8][CH:7]=[C:6]([O:10][CH2:11][CH2:12][C:13]2[CH:14]=[CH:15][C:16]([C:19]#[N:20])=[CH:17][CH:18]=2)[CH:5]=1. The yield is 0.850. (5) The reactants are CCN(CC)CC.[NH2:8][C@@H:9]([CH2:15][C:16]1[CH:21]=[CH:20][CH:19]=[CH:18][CH:17]=1)[C@H:10]([OH:14])[C:11]([OH:13])=[O:12].Cl.Cl[C:24]([C:26]1[C:27]([CH3:36])=[C:28]([O:32][C:33](=[O:35])[CH3:34])[CH:29]=[CH:30][CH:31]=1)=[O:25].[Na+].[Cl-]. The catalyst is O1CCCC1.O. The product is [C:33]([O:32][C:28]1[C:27]([CH3:36])=[C:26]([CH:31]=[CH:30][CH:29]=1)[C:24]([NH:8][C@@H:9]([CH2:15][C:16]1[CH:21]=[CH:20][CH:19]=[CH:18][CH:17]=1)[C@H:10]([OH:14])[C:11]([OH:13])=[O:12])=[O:25])(=[O:35])[CH3:34]. The yield is 0.936. (6) The reactants are [N+:1]([C:4]1[CH:9]=[CH:8][C:7]([C:10]2([C:13]([O:15][CH3:16])=[O:14])[CH2:12][CH2:11]2)=[CH:6][CH:5]=1)([O-])=O. The catalyst is CO.[Ni]. The product is [NH2:1][C:4]1[CH:5]=[CH:6][C:7]([C:10]2([C:13]([O:15][CH3:16])=[O:14])[CH2:12][CH2:11]2)=[CH:8][CH:9]=1. The yield is 0.660. (7) The reactants are C([N:8]1[CH2:12][CH2:11][C:10]([F:17])([C:13]([O:15][CH3:16])=[O:14])[CH2:9]1)C1C=CC=CC=1.[CH3:30][C:29]([O:28][C:26](O[C:26]([O:28][C:29]([CH3:32])([CH3:31])[CH3:30])=[O:27])=[O:27])([CH3:32])[CH3:31].[H][H]. The catalyst is [OH-].[OH-].[Pd+2].CCOC(C)=O. The product is [F:17][C:10]1([C:13]([O:15][CH3:16])=[O:14])[CH2:11][CH2:12][N:8]([C:26]([O:28][C:29]([CH3:30])([CH3:31])[CH3:32])=[O:27])[CH2:9]1. The yield is 0.910.